This data is from Catalyst prediction with 721,799 reactions and 888 catalyst types from USPTO. The task is: Predict which catalyst facilitates the given reaction. (1) Reactant: [NH2:1][C:2]1[N:7]=[C:6]([CH3:8])[C:5]([CH2:9][NH2:10])=[C:4]([O:11][CH2:12][C:13]([O:15][CH3:16])=[O:14])[CH:3]=1.[CH2:17]([N:24]1[CH:28]=[C:27]([C:29](O)=[O:30])[CH:26]=[N:25]1)[C:18]1[CH:23]=[CH:22][CH:21]=[CH:20][CH:19]=1.CCN(C(C)C)C(C)C.CN(C(ON1N=NC2C=CC=NC1=2)=[N+](C)C)C.F[P-](F)(F)(F)(F)F. Product: [NH2:1][C:2]1[N:7]=[C:6]([CH3:8])[C:5]([CH2:9][NH:10][C:29]([C:27]2[CH:26]=[N:25][N:24]([CH2:17][C:18]3[CH:23]=[CH:22][CH:21]=[CH:20][CH:19]=3)[CH:28]=2)=[O:30])=[C:4]([O:11][CH2:12][C:13]([O:15][CH3:16])=[O:14])[CH:3]=1. The catalyst class is: 3. (2) Reactant: [CH3:1][O:2][C:3]1[CH:4]=[CH:5][C:6]2[CH:7]=[C:8]3[N+:17](=[CH:18][C:19]=2[C:20]=1[O:21][CH3:22])[CH2:16][CH2:15][C:14]1[CH:13]=[C:12]2[O:23][CH2:24][O:25][C:11]2=[CH:10][C:9]3=1.[CH3:26][O:27][C:28]1[CH:37]=[CH:36][C:35]2[C:30](=[CH:31][N+:32]3[CH2:45][CH2:44][C:43]4[C:38](=[CH:39][C:40]([O:48][CH3:49])=[C:41]([O:46]C)[CH:42]=4)[C:33]=3[CH:34]=2)[C:29]=1[O:50][CH3:51].C1C2=CC3C4C(CC[N+]=3C=C2C2OCOC=2C=1)=CC1OCOC=1C=4. Product: [CH3:1][O:2][C:3]1[CH:4]=[CH:5][C:6]2[C:19]([C:20]=1[O:21][CH3:22])=[CH:18][N+:17]1[CH2:16][CH2:15][C:14]3[C:9](=[CH:10][C:11]([OH:25])=[C:12]([O:23][CH3:24])[CH:13]=3)[C:8]=1[CH:7]=2.[CH3:26][O:27][C:28]1[CH:37]=[CH:36][C:35]2[C:30]([C:29]=1[O:50][CH3:51])=[CH:31][N+:32]1[CH2:45][CH2:44][C:43]3[C:38](=[CH:39][C:40]([O:48][CH3:49])=[C:41]([OH:46])[CH:42]=3)[C:33]=1[CH:34]=2. The catalyst class is: 51. (3) Reactant: COC(=O)[O:4][C:5]1[CH:10]=[C:9]([N+:11]([O-:13])=[O:12])[C:8]([C:14]([CH3:17])([CH3:16])[CH3:15])=[CH:7][C:6]=1[C:18]([CH3:21])([CH3:20])[CH3:19].[OH-].[K+].Cl. Product: [C:18]([C:6]1[CH:7]=[C:8]([C:14]([CH3:16])([CH3:15])[CH3:17])[C:9]([N+:11]([O-:13])=[O:12])=[CH:10][C:5]=1[OH:4])([CH3:19])([CH3:20])[CH3:21]. The catalyst class is: 5.